This data is from Catalyst prediction with 721,799 reactions and 888 catalyst types from USPTO. The task is: Predict which catalyst facilitates the given reaction. Reactant: [F:1][C@H:2]1[C@@H:7]([O:8][C:9]2[N:14]=[CH:13][N:12]=[C:11]([N:15]3[C:23]4[C:18](=[N:19][CH:20]=[CH:21][CH:22]=4)[CH2:17][CH2:16]3)[C:10]=2[CH3:24])[CH2:6][CH2:5][NH:4][CH2:3]1.C(N(CC)CC)C.[C:32](=O)([O:38]C1C=CC([N+]([O-])=O)=CC=1)[O:33][C:34]1([CH3:37])[CH2:36][CH2:35]1. Product: [N:15]1([C:11]2[N:12]=[CH:13][N:14]=[C:9]([O:8][C@H:7]3[CH2:6][CH2:5][N:4]([C:32]([O:33][C:34]4([CH3:37])[CH2:36][CH2:35]4)=[O:38])[CH2:3][C@H:2]3[F:1])[C:10]=2[CH3:24])[C:23]2[C:18](=[N:19][CH:20]=[CH:21][CH:22]=2)[CH2:17][CH2:16]1. The catalyst class is: 74.